From a dataset of Catalyst prediction with 721,799 reactions and 888 catalyst types from USPTO. Predict which catalyst facilitates the given reaction. (1) Reactant: Cl.[CH3:2][C:3]1[C:8]([C:9]([O:11]C)=O)=[N:7][N:6]2[C:13]([NH:16][CH3:17])=[N:14][N:15]=[C:5]2[C:4]=1[CH3:18].[CH2:19]([NH2:21])[CH3:20]. Product: [CH2:19]([NH:21][C:9]([C:8]1[C:3]([CH3:2])=[C:4]([CH3:18])[C:5]2[N:6]([C:13]([NH:16][CH3:17])=[N:14][N:15]=2)[N:7]=1)=[O:11])[CH3:20]. The catalyst class is: 5. (2) Reactant: [CH3:1][S:2][CH2:3][CH2:4][NH2:5].[Cl:6][C:7]1[CH:12]=[CH:11][CH:10]=[CH:9][C:8]=1[CH2:13][N:14]1[C:19](=[O:20])[C:18]([C:21]([NH:23][CH2:24][C:25]([O:27]CC)=[O:26])=[O:22])=[C:17]([OH:30])[C:16]([C:31](OC)=[O:32])=[C:15]1[OH:35]. Product: [Cl:6][C:7]1[CH:12]=[CH:11][CH:10]=[CH:9][C:8]=1[CH2:13][N:14]1[C:15]([OH:35])=[C:16]([C:31]([NH:5][CH2:4][CH2:3][S:2][CH3:1])=[O:32])[C:17]([OH:30])=[C:18]([C:21]([NH:23][CH2:24][C:25]([OH:27])=[O:26])=[O:22])[C:19]1=[O:20]. The catalyst class is: 22. (3) Reactant: Cl[C:2]1[C:11]2[C:6](=[C:7]([C:12]([F:15])([F:14])[F:13])[CH:8]=[CH:9][CH:10]=2)[N:5]=[C:4]([C:16]([F:19])([F:18])[F:17])[CH:3]=1.[NH2:20][C@H:21]1[CH2:26][CH2:25][C@H:24]([NH2:27])[CH2:23][CH2:22]1.[OH-].[Na+]. Product: [F:17][C:16]([F:19])([F:18])[C:4]1[CH:3]=[C:2]([NH:20][C@H:21]2[CH2:26][CH2:25][C@H:24]([NH2:27])[CH2:23][CH2:22]2)[C:11]2[C:6](=[C:7]([C:12]([F:15])([F:14])[F:13])[CH:8]=[CH:9][CH:10]=2)[N:5]=1. The catalyst class is: 2. (4) Product: [Cl:13][CH2:9][C:4]1[CH:3]=[C:2]([CH:7]=[C:6]([CH3:8])[CH:5]=1)[NH2:1]. The catalyst class is: 2. Reactant: [NH2:1][C:2]1[CH:3]=[C:4]([CH2:9]O)[CH:5]=[C:6]([CH3:8])[CH:7]=1.S(Cl)([Cl:13])=O. (5) Reactant: [NH2:1][C:2]1[CH:7]=[CH:6][C:5]([Cl:8])=[CH:4][C:3]=1[NH:9][C:10]([C:12]1[C:13](=[O:19])[NH:14][N:15]=[C:16]([Cl:18])[CH:17]=1)=O.NC1C=C(Cl)C=CC=1NC(C1C(=O)NN=C(Cl)C=1)=O. Product: [Cl:18][C:16]1[CH:17]=[C:12]([C:10]2[NH:9][C:3]3[CH:4]=[C:5]([Cl:8])[CH:6]=[CH:7][C:2]=3[N:1]=2)[C:13](=[O:19])[NH:14][N:15]=1. The catalyst class is: 15. (6) Reactant: [Cl:1][C:2]1[C:3]([C:14]2[CH:24]=[CH:23][C:17]([C:18]([O:20]CC)=[O:19])=[CH:16][CH:15]=2)=[N:4][C:5]([C:8]2[CH:13]=[CH:12][CH:11]=[CH:10][CH:9]=2)=[CH:6][CH:7]=1.[OH-].[Na+].O1CCCC1.Cl. Product: [Cl:1][C:2]1[C:3]([C:14]2[CH:15]=[CH:16][C:17]([C:18]([OH:20])=[O:19])=[CH:23][CH:24]=2)=[N:4][C:5]([C:8]2[CH:9]=[CH:10][CH:11]=[CH:12][CH:13]=2)=[CH:6][CH:7]=1. The catalyst class is: 97. (7) Reactant: [CH3:1][C:2]1[CH:3]=[CH:4][C:5]([S:9][C:10]2[CH:11]=[CH:12][CH:13]=[CH:14][C:15]=2[N:16]2[CH2:21][CH2:20][NH:19][CH2:18][CH2:17]2)=[C:6]([CH3:8])[CH:7]=1.[Cl:22][C:23]1[CH:28]=[CH:27][C:26]([S:29]([OH:32])(=[O:31])=[O:30])=[CH:25][CH:24]=1. Product: [CH3:1][C:2]1[CH:3]=[CH:4][C:5]([S:9][C:10]2[CH:11]=[CH:12][CH:13]=[CH:14][C:15]=2[N:16]2[CH2:17][CH2:18][NH:19][CH2:20][CH2:21]2)=[C:6]([CH3:8])[CH:7]=1.[Cl:22][C:23]1[CH:24]=[CH:25][C:26]([S:29]([O-:32])(=[O:30])=[O:31])=[CH:27][CH:28]=1. The catalyst class is: 8.